Dataset: Full USPTO retrosynthesis dataset with 1.9M reactions from patents (1976-2016). Task: Predict the reactants needed to synthesize the given product. (1) Given the product [CH3:25][O:26][C:16]1[CH:17]=[CH:18][C:12]2[S:11][C:10]([C:7]3[CH:8]=[CH:9][C:4]([NH:3][CH3:1])=[N:5][CH:6]=3)=[N:14][C:13]=2[CH:15]=1, predict the reactants needed to synthesize it. The reactants are: [CH2:1]([NH:3][C:4]1[CH:9]=[CH:8][C:7]([C:10]2[S:11][C:12]3[CH:18]=[C:17](OC)[CH:16]=[CH:15][C:13]=3[N:14]=2)=[CH:6][N:5]=1)C.B(Br)(Br)Br.[C:25]([O-])(O)=[O:26].[Na+]. (2) Given the product [F:59][C:60]1[CH:68]=[C:67]([F:69])[CH:66]=[CH:65][C:61]=1[C:62]([NH:34][C:35]1[CH:36]=[CH:37][C:38]([C:41]2[CH:49]=[C:48]3[C:44]([CH2:45][N:46]([C@@H:51]([CH:56]([CH3:58])[CH3:57])[C:52]([O:54][CH3:55])=[O:53])[C:47]3=[O:50])=[CH:43][CH:42]=2)=[CH:39][CH:40]=1)=[O:63], predict the reactants needed to synthesize it. The reactants are: C(NC1C=CC(C2C=C3C(CN([C@@H](C(C)C)C(OC)=O)C3=O)=CC=2)=CC=1)(=O)C1C=CC=CC=1.[NH2:34][C:35]1[CH:40]=[CH:39][C:38]([C:41]2[CH:49]=[C:48]3[C:44]([CH2:45][N:46]([C@@H:51]([CH:56]([CH3:58])[CH3:57])[C:52]([O:54][CH3:55])=[O:53])[C:47]3=[O:50])=[CH:43][CH:42]=2)=[CH:37][CH:36]=1.[F:59][C:60]1[CH:68]=[C:67]([F:69])[CH:66]=[CH:65][C:61]=1[C:62](Cl)=[O:63]. (3) Given the product [CH3:5][C:2]([C:6]1[CH:7]=[C:8]([C:13]2[CH:18]=[CH:17][CH:16]=[C:15]([CH:19]=[C:27]3[S:21][C:22]([N:28]4[CH2:33][CH2:32][O:31][CH2:30][CH2:29]4)=[N:24][C:25]3=[O:26])[CH:14]=2)[CH:9]=[CH:10][C:11]=1[OH:12])([CH3:1])[CH2:3][CH3:4], predict the reactants needed to synthesize it. The reactants are: [CH3:1][C:2]([C:6]1[CH:7]=[C:8]([C:13]2[CH:18]=[CH:17][CH:16]=[C:15]([CH:19]=O)[CH:14]=2)[CH:9]=[CH:10][C:11]=1[OH:12])([CH3:5])[CH2:3][CH3:4].[S:21]1[CH2:27][C:25](=[O:26])[NH:24][C:22]1=S.[NH:28]1[CH2:33][CH2:32][O:31][CH2:30][CH2:29]1. (4) Given the product [C:1]([O:5][C:6]([N:8]1[CH2:13][C@@H:12]([C:14](=[O:37])[NH:15][CH2:16][C:17]2([CH2:31][CH2:32][CH2:33][CH2:34][O:35][CH3:36])[C:30]3[CH:29]=[CH:28][CH:27]=[CH:26][C:25]=3[O:24][C:23]3[C:18]2=[CH:19][CH:20]=[CH:21][CH:22]=3)[CH2:11][C@@H:10]([C:38](=[O:39])[N:48]([CH:49]2[CH2:50][CH2:51]2)[CH2:47][C:42]2[CH:43]=[CH:44][CH:45]=[CH:46][N:41]=2)[CH2:9]1)=[O:7])([CH3:3])([CH3:2])[CH3:4], predict the reactants needed to synthesize it. The reactants are: [C:1]([O:5][C:6]([N:8]1[CH2:13][C@@H:12]([C:14](=[O:37])[NH:15][CH2:16][C:17]2([CH2:31][CH2:32][CH2:33][CH2:34][O:35][CH3:36])[C:30]3[CH:29]=[CH:28][CH:27]=[CH:26][C:25]=3[O:24][C:23]3[C:18]2=[CH:19][CH:20]=[CH:21][CH:22]=3)[CH2:11][C@@H:10]([C:38](O)=[O:39])[CH2:9]1)=[O:7])([CH3:4])([CH3:3])[CH3:2].[N:41]1[CH:46]=[CH:45][CH:44]=[CH:43][C:42]=1[CH2:47][NH:48][CH:49]1[CH2:51][CH2:50]1.